Dataset: Forward reaction prediction with 1.9M reactions from USPTO patents (1976-2016). Task: Predict the product of the given reaction. (1) Given the reactants [CH2:1]=[CH:2][CH2:3][CH2:4][CH:5]=[CH2:6].[CH3:7][O:8][CH:9]([SiH3:12])[O:10][CH3:11], predict the reaction product. The product is: [CH3:7][O:8][CH:9]([SiH2:12][CH2:1][CH2:2][CH2:3][CH2:4][CH2:5][CH2:6][SiH2:12][CH:9]([O:10][CH3:11])[O:8][CH3:7])[O:10][CH3:11]. (2) Given the reactants [C:1]([N:4]1[C:12]2[C:7](=[CH:8][CH:9]=[C:10]([Cl:13])[CH:11]=2)[CH2:6][C:5]1=[O:14])(=[O:3])[CH3:2].[CH3:15][O:16][C:17]1[CH:18]=[C:19]([CH:23]=[CH:24][C:25]=1[O:26][CH3:27])[C:20](O)=[O:21], predict the reaction product. The product is: [C:1]([N:4]1[C:12]2[C:7](=[CH:8][CH:9]=[C:10]([Cl:13])[CH:11]=2)[C:6](=[C:20]([OH:21])[C:19]2[CH:23]=[CH:24][C:25]([O:26][CH3:27])=[C:17]([O:16][CH3:15])[CH:18]=2)[C:5]1=[O:14])(=[O:3])[CH3:2].